Dataset: Full USPTO retrosynthesis dataset with 1.9M reactions from patents (1976-2016). Task: Predict the reactants needed to synthesize the given product. (1) Given the product [N+:1]([C:4]1[CH:5]=[C:6]([CH2:9][C:10]2[C:18]3[C:13](=[CH:14][CH:15]=[CH:16][CH:17]=3)[C:12](=[O:11])[NH:22][N:21]=2)[S:7][CH:8]=1)([O-:3])=[O:2], predict the reactants needed to synthesize it. The reactants are: [N+:1]([C:4]1[CH:5]=[C:6]([CH:9]=[C:10]2[C:18]3[C:13](=[CH:14][CH:15]=[CH:16][CH:17]=3)[C:12](=O)[O:11]2)[S:7][CH:8]=1)([O-:3])=[O:2].O.[NH2:21][NH2:22]. (2) Given the product [CH2:44]([C:46]1[C:55]2[C:50](=[CH:51][C:52]([O:58][CH3:59])=[C:53]([O:56][CH3:57])[CH:54]=2)[C:49]([CH2:3][C:4]2[C:5]([NH:16][CH2:17][CH2:18][NH:19][C:20](=[O:22])[CH3:21])=[N:6][C:7]3[C:12]([CH:13]=2)=[CH:11][C:10]([O:14][CH3:15])=[CH:9][CH:8]=3)=[C:48]([OH:60])[N:47]=1)[CH3:45], predict the reactants needed to synthesize it. The reactants are: Cl.Cl[CH2:3][C:4]1[C:5]([NH:16][CH2:17][CH2:18][NH:19][C:20](=[O:22])[CH3:21])=[N:6][C:7]2[C:12]([CH:13]=1)=[CH:11][C:10]([O:14][CH3:15])=[CH:9][CH:8]=2.OCC1C(NCCNC(=O)C)=NC2C(C=1)=CC(OC)=CC=2.[CH2:44]([C:46]1[C:55]2[C:50](=[CH:51][C:52]([O:58][CH3:59])=[C:53]([O:56][CH3:57])[CH:54]=2)[CH:49]=[C:48]([OH:60])[N:47]=1)[CH3:45].[Li+].[OH-]. (3) Given the product [O:11]1[CH:15]=[CH:14][CH:13]=[C:12]1[C:2]1[CH:7]=[C:6]([O:8][CH3:9])[CH:5]=[CH:4][C:3]=1[OH:10], predict the reactants needed to synthesize it. The reactants are: Br[C:2]1[CH:7]=[C:6]([O:8][CH3:9])[CH:5]=[CH:4][C:3]=1[OH:10].[O:11]1[CH:15]=[CH:14][CH:13]=[C:12]1B(O)O.C(=O)([O-])[O-].[Na+].[Na+].O. (4) Given the product [CH2:1]([O:8][C:9]1[CH:10]=[CH:11][C:12]([C:15]2[N:19]([CH:20]3[CH2:25][CH2:24][CH2:23][CH2:22][CH2:21]3)[N:18]=[C:17]([CH2:26][CH2:27][C:28]([OH:30])=[O:29])[CH:16]=2)=[CH:13][CH:14]=1)[C:2]1[CH:3]=[CH:4][CH:5]=[CH:6][CH:7]=1, predict the reactants needed to synthesize it. The reactants are: [CH2:1]([O:8][C:9]1[CH:14]=[CH:13][C:12]([C:15]2[N:19]([CH:20]3[CH2:25][CH2:24][CH2:23][CH2:22][CH2:21]3)[N:18]=[C:17]([CH2:26][CH2:27][C:28]([O:30]C)=[O:29])[CH:16]=2)=[CH:11][CH:10]=1)[C:2]1[CH:7]=[CH:6][CH:5]=[CH:4][CH:3]=1.[Li+].[OH-]. (5) The reactants are: [C:1]([C:3]1[C:4]([S:23][CH2:24][C:25]([NH2:27])=[O:26])=[N:5][C:6]([NH:19][CH:20]2[CH2:22][CH2:21]2)=[N:7][C:8]=1[C:9]1[CH:14]=[CH:13][C:12]([C:15]([F:18])([F:17])[F:16])=[CH:11][CH:10]=1)#[N:2].[Na].O.C(O)(=O)C. Given the product [NH2:2][C:1]1[C:3]2[C:8]([C:9]3[CH:14]=[CH:13][C:12]([C:15]([F:18])([F:16])[F:17])=[CH:11][CH:10]=3)=[N:7][C:6]([NH:19][CH:20]3[CH2:21][CH2:22]3)=[N:5][C:4]=2[S:23][C:24]=1[C:25]([NH2:27])=[O:26], predict the reactants needed to synthesize it. (6) Given the product [N:43]1([C:40]2[NH:41][C:42]3[C:37]([C:38](=[O:49])[CH:39]=2)=[CH:36][CH:35]=[CH:34][C:33]=3[C:7]2[C:8]3[O:9][C:10]4[CH:16]=[CH:15][CH:14]=[CH:13][C:11]=4[C:12]=3[C:4]([N+:1]([O-:3])=[O:2])=[CH:5][CH:6]=2)[CH2:44][CH2:45][O:46][CH2:47][CH2:48]1, predict the reactants needed to synthesize it. The reactants are: [N+:1]([C:4]1[C:12]2[C:11]3[CH:13]=[CH:14][CH:15]=[CH:16][C:10]=3[O:9][C:8]=2[C:7](B2OC(C)(C)C(C)(C)O2)=[CH:6][CH:5]=1)([O-:3])=[O:2].C(=O)([O-])[O-].[K+].[K+].Br[C:33]1[CH:34]=[CH:35][CH:36]=[C:37]2[C:42]=1[NH:41][C:40]([N:43]1[CH2:48][CH2:47][O:46][CH2:45][CH2:44]1)=[CH:39][C:38]2=[O:49]. (7) Given the product [N+:1]([C:4]1[CH:5]=[C:6]([CH:9]=[CH:10][C:11]=1[N:12]1[CH2:13][CH2:14][CH:15]([CH2:18][N:19]2[CH2:23][CH2:22][CH2:21][CH2:20]2)[CH2:16][CH2:17]1)[CH2:7][N:24]1[CH2:29][CH2:28][O:27][CH2:26][CH2:25]1)([O-:3])=[O:2], predict the reactants needed to synthesize it. The reactants are: [N+:1]([C:4]1[CH:5]=[C:6]([CH:9]=[CH:10][C:11]=1[N:12]1[CH2:17][CH2:16][CH:15]([CH2:18][N:19]2[CH2:23][CH2:22][CH2:21][CH2:20]2)[CH2:14][CH2:13]1)[CH:7]=O)([O-:3])=[O:2].[NH:24]1[CH2:29][CH2:28][O:27][CH2:26][CH2:25]1. (8) The reactants are: C([O:3][C:4](=[O:27])[C@@H:5]([O:25][CH3:26])[CH2:6][C:7]1[CH:12]=[CH:11][C:10]([O:13][CH2:14][CH2:15][CH2:16][O:17][C:18]2[CH:23]=[CH:22][C:21]([OH:24])=[CH:20][CH:19]=2)=[CH:9][CH:8]=1)C.C([O:30][C:31](=[O:38])[CH2:32]OS(C)(=O)=O)C. Given the product [C:31]([CH2:32][O:24][C:21]1[CH:20]=[CH:19][C:18]([O:17][CH2:16][CH2:15][CH2:14][O:13][C:10]2[CH:9]=[CH:8][C:7]([CH2:6][C@H:5]([O:25][CH3:26])[C:4]([OH:3])=[O:27])=[CH:12][CH:11]=2)=[CH:23][CH:22]=1)([OH:38])=[O:30], predict the reactants needed to synthesize it. (9) The reactants are: Br[C:2]1[S:6][C:5]([CH:7]2[CH2:12][CH2:11][O:10][CH2:9][CH2:8]2)=[CH:4][C:3]=1[CH3:13].C([Li])CCC.[CH2:19]([CH:21]([C:24]1[C:25]2[N:26]([C:31](I)=[C:32]([CH3:34])[N:33]=2)[N:27]=[C:28]([CH3:30])[CH:29]=1)[CH2:22][CH3:23])[CH3:20]. Given the product [CH2:19]([CH:21]([C:24]1[C:25]2[N:26]([C:31]([C:2]3[S:6][C:5]([CH:7]4[CH2:12][CH2:11][O:10][CH2:9][CH2:8]4)=[CH:4][C:3]=3[CH3:13])=[C:32]([CH3:34])[N:33]=2)[N:27]=[C:28]([CH3:30])[CH:29]=1)[CH2:22][CH3:23])[CH3:20], predict the reactants needed to synthesize it. (10) Given the product [C:33]1([CH3:36])[CH:32]=[CH:31][C:30]([NH:29][C:27]([C:26]2[CH:25]=[C:24]([NH:23][C:3]([CH:5]3[C:13]4[C:8](=[CH:9][CH:10]=[C:11]([C:14](=[O:18])[CH3:19])[CH:12]=4)[N:7]([CH2:20][CH3:21])[C:6]3=[O:22])=[O:4])[CH:39]=[CH:38][CH:37]=2)=[O:28])=[CH:35][CH:34]=1, predict the reactants needed to synthesize it. The reactants are: CO[C:3]([CH:5]1[C:13]2[C:8](=[CH:9][CH:10]=[C:11]([C:14]3([CH3:19])[O:18]CCO3)[CH:12]=2)[N:7]([CH2:20][CH3:21])[C:6]1=[O:22])=[O:4].[NH2:23][C:24]1[CH:25]=[C:26]([CH:37]=[CH:38][CH:39]=1)[C:27]([NH:29][C:30]1[CH:35]=[CH:34][C:33]([CH3:36])=[CH:32][CH:31]=1)=[O:28].